This data is from Forward reaction prediction with 1.9M reactions from USPTO patents (1976-2016). The task is: Predict the product of the given reaction. (1) Given the reactants C([O:3][C:4](=[O:41])[CH2:5][N:6]([S:33]([N:36]([CH2:39][CH3:40])[CH2:37][CH3:38])(=[O:35])=[O:34])[CH2:7][C:8]1[CH:13]=[CH:12][CH:11]=[C:10]([O:14][CH2:15][CH2:16][C:17]2[N:18]=[C:19]([C:23]3[CH:28]=[CH:27][C:26]([C:29]([F:32])([F:31])[F:30])=[CH:25][CH:24]=3)[O:20][C:21]=2[CH3:22])[CH:9]=1)C.O.[OH-].[Li+], predict the reaction product. The product is: [CH2:37]([N:36]([S:33]([N:6]([CH2:5][C:4]([OH:41])=[O:3])[CH2:7][C:8]1[CH:13]=[CH:12][CH:11]=[C:10]([O:14][CH2:15][CH2:16][C:17]2[N:18]=[C:19]([C:23]3[CH:24]=[CH:25][C:26]([C:29]([F:30])([F:31])[F:32])=[CH:27][CH:28]=3)[O:20][C:21]=2[CH3:22])[CH:9]=1)(=[O:34])=[O:35])[CH2:39][CH3:40])[CH3:38]. (2) Given the reactants [Si:1]([O:8][CH2:9][CH2:10][N:11]([CH2:26][C:27](=[O:65])[N:28]([CH2:55][CH2:56][O:57][Si:58]([C:61]([CH3:64])([CH3:63])[CH3:62])([CH3:60])[CH3:59])[CH2:29][C:30](=[O:54])[N:31]([CH2:44][CH2:45][O:46][Si:47]([C:50]([CH3:53])([CH3:52])[CH3:51])([CH3:49])[CH3:48])[CH2:32][CH2:33][C:34]([O:36]CC1C=CC=CC=1)=[O:35])[C:12](=[O:25])[CH2:13][NH:14]C(=O)OCC1C=CC=CC=1)([C:4]([CH3:7])([CH3:6])[CH3:5])([CH3:3])[CH3:2], predict the reaction product. The product is: [NH2:14][CH2:13][C:12]([N:11]([CH2:26][C:27](=[O:65])[N:28]([CH2:55][CH2:56][O:57][Si:58]([C:61]([CH3:64])([CH3:63])[CH3:62])([CH3:59])[CH3:60])[CH2:29][C:30](=[O:54])[N:31]([CH2:44][CH2:45][O:46][Si:47]([C:50]([CH3:51])([CH3:52])[CH3:53])([CH3:48])[CH3:49])[CH2:32][CH2:33][C:34]([OH:36])=[O:35])[CH2:10][CH2:9][O:8][Si:1]([CH3:2])([CH3:3])[C:4]([CH3:6])([CH3:5])[CH3:7])=[O:25]. (3) Given the reactants [F:1][C:2]([F:13])([F:12])[C:3]1[CH:4]=[CH:5][C:6]([C:9]([OH:11])=O)=[N:7][CH:8]=1.[CH3:14][C:15]1[C:16]([NH2:30])=[N:17][C:18]2([C:28]3[C:23](=[CH:24][CH:25]=[C:26]([NH2:29])[CH:27]=3)[O:22][CH2:21][CH2:20]2)[N:19]=1, predict the reaction product. The product is: [NH2:30][C:16]1[C:15]([CH3:14])=[N:19][C:18]2([C:28]3[C:23](=[CH:24][CH:25]=[C:26]([NH:29][C:9](=[O:11])[C:6]4[CH:5]=[CH:4][C:3]([C:2]([F:1])([F:13])[F:12])=[CH:8][N:7]=4)[CH:27]=3)[O:22][CH2:21][CH2:20]2)[N:17]=1. (4) Given the reactants [Si:1]([O:8][CH2:9][CH2:10][CH2:11][N:12]1[C:17](=[O:18])[C:16]2[CH:19]=[C:20]([O:23][C:24]3[CH:29]=[CH:28][CH:27]=[C:26]([Cl:30])[CH:25]=3)[N:21]=[CH:22][C:15]=2[N:14]([CH3:31])[C:13]1=[O:32])([C:4]([CH3:7])([CH3:6])[CH3:5])([CH3:3])[CH3:2].[Li+].CC([N-]C(C)C)C.[Cl:41][C:42]1[CH:49]=[CH:48][C:45]([CH:46]=[O:47])=[CH:44][CH:43]=1, predict the reaction product. The product is: [Si:1]([O:8][CH2:9][CH2:10][CH2:11][N:12]1[C:17](=[O:18])[C:16]2[C:19]([CH:46]([C:45]3[CH:48]=[CH:49][C:42]([Cl:41])=[CH:43][CH:44]=3)[OH:47])=[C:20]([O:23][C:24]3[CH:29]=[CH:28][CH:27]=[C:26]([Cl:30])[CH:25]=3)[N:21]=[CH:22][C:15]=2[N:14]([CH3:31])[C:13]1=[O:32])([C:4]([CH3:6])([CH3:7])[CH3:5])([CH3:3])[CH3:2]. (5) Given the reactants [CH3:1][C@@H:2]([NH:12][CH2:13][C@H:14]([OH:25])[C:15]1[CH:16]=[CH:17][C:18]([OH:24])=[C:19]([NH:21][CH:22]=[O:23])[CH:20]=1)[CH2:3][C:4]1[CH:5]=[CH:6][C:7]([O:10][CH3:11])=[CH:8][CH:9]=1.C([C@H]([C@@H](C([O-])=O)O)O)([O-])=O.C[C@@H](NC[C@H](O)C1C=CC(O)=C(NC=O)C=1)CC1C=CC(OC)=CC=1.C([C@@H]([C@H](C([O-])=O)O)O)([O-])=O, predict the reaction product. The product is: [CH3:1][C@@H:2]([NH:12][CH2:13][C@H:14]([OH:25])[C:15]1[CH:16]=[CH:17][C:18]([OH:24])=[C:19]([NH:21][CH:22]=[O:23])[CH:20]=1)[CH2:3][C:4]1[CH:5]=[CH:6][C:7]([O:10][CH3:11])=[CH:8][CH:9]=1. (6) Given the reactants [CH3:1][C:2]1[CH:3]=[C:4]([C:9]2[O:13][N:12]=[CH:11][C:10]=2[C:14]([OH:16])=O)[CH:5]=[CH:6][C:7]=1[CH3:8].CN(C(ON1N=NC2C=CC=CC1=2)=[N+](C)C)C.[B-](F)(F)(F)F.Cl.[NH:40]1[CH2:45][CH2:44][CH2:43][CH:42]([C:46]([OH:49])([CH3:48])[CH3:47])[CH2:41]1.C(N(CC)CC)C, predict the reaction product. The product is: [CH3:1][C:2]1[CH:3]=[C:4]([C:9]2[O:13][N:12]=[CH:11][C:10]=2[C:14]([N:40]2[CH2:45][CH2:44][CH2:43][CH:42]([C:46]([OH:49])([CH3:48])[CH3:47])[CH2:41]2)=[O:16])[CH:5]=[CH:6][C:7]=1[CH3:8]. (7) Given the reactants C(=O)([O-])[O-].[K+].[K+].Br[C:8]1[CH:17]=[CH:16][C:11]([C:12]([O:14][CH3:15])=[O:13])=[C:10]([Cl:18])[CH:9]=1.CC1(C)C(C)(C)OB([C:27]2[CH:28]=[N:29][C:30]([NH2:33])=[N:31][CH:32]=2)O1, predict the reaction product. The product is: [NH2:33][C:30]1[N:31]=[CH:32][C:27]([C:8]2[CH:17]=[CH:16][C:11]([C:12]([O:14][CH3:15])=[O:13])=[C:10]([Cl:18])[CH:9]=2)=[CH:28][N:29]=1. (8) Given the reactants [CH2:1]([O:8][C:9]1[C:14]2[C:15]([NH:34][C:35]3[CH:40]=[CH:39][CH:38]=[C:37]([S:41](=[O:46])(=[O:45])[N:42]([CH3:44])[CH3:43])[CH:36]=3)=[N:16][N:17]([C:18]3([CH2:31][C:32]#[N:33])[CH2:23][CH2:22][N:21](C(OC(C)(C)C)=O)[CH2:20][CH2:19]3)[C:13]=2[CH:12]=[CH:11][N:10]=1)[C:2]1[CH:7]=[CH:6][CH:5]=[CH:4][CH:3]=1, predict the reaction product. The product is: [CH2:1]([O:8][C:9]1[C:14]2[C:15]([NH:34][C:35]3[CH:36]=[C:37]([S:41]([N:42]([CH3:43])[CH3:44])(=[O:45])=[O:46])[CH:38]=[CH:39][CH:40]=3)=[N:16][N:17]([C:18]3([CH2:31][C:32]#[N:33])[CH2:23][CH2:22][NH:21][CH2:20][CH2:19]3)[C:13]=2[CH:12]=[CH:11][N:10]=1)[C:2]1[CH:7]=[CH:6][CH:5]=[CH:4][CH:3]=1.